Regression. Given two drug SMILES strings and cell line genomic features, predict the synergy score measuring deviation from expected non-interaction effect. From a dataset of NCI-60 drug combinations with 297,098 pairs across 59 cell lines. Drug 1: COC1=C2C(=CC3=C1OC=C3)C=CC(=O)O2. Drug 2: CC12CCC3C(C1CCC2OP(=O)(O)O)CCC4=C3C=CC(=C4)OC(=O)N(CCCl)CCCl.[Na+]. Cell line: NCI-H522. Synergy scores: CSS=-3.62, Synergy_ZIP=2.17, Synergy_Bliss=1.87, Synergy_Loewe=-1.74, Synergy_HSA=-3.48.